The task is: Predict the product of the given reaction.. This data is from Forward reaction prediction with 1.9M reactions from USPTO patents (1976-2016). (1) Given the reactants [CH2:1]([N:3]([CH:28]1[CH2:33][CH2:32][O:31][CH2:30][CH2:29]1)[C:4]1[C:19]2[CH2:18][CH:17]=[CH:16][CH2:15][CH2:14][C:13]3[CH:20]=[C:21]([CH3:26])[N:22]=[C:23]([O:24]C)[C:12]=3[CH2:11][NH:10][C:9](=[O:27])[C:8]=2[CH:7]=[CH:6][CH:5]=1)[CH3:2].[ClH:34].CO, predict the reaction product. The product is: [ClH:34].[CH2:1]([N:3]([CH:28]1[CH2:33][CH2:32][O:31][CH2:30][CH2:29]1)[C:4]1[C:19]2[CH2:18][CH:17]=[CH:16][CH2:15][CH2:14][C:13]3[CH:20]=[C:21]([CH3:26])[NH:22][C:23](=[O:24])[C:12]=3[CH2:11][NH:10][C:9](=[O:27])[C:8]=2[CH:7]=[CH:6][CH:5]=1)[CH3:2]. (2) Given the reactants [N:1]1[C:6]2[CH:7]=[CH:8][NH:9][C:5]=2[C:4]([NH:10][C:11]2[CH:12]=[C:13]([CH:19]=[CH:20][CH:21]=2)[C:14]([O:16]CC)=[O:15])=[N:3][CH:2]=1.[OH-].[Na+].Cl, predict the reaction product. The product is: [N:1]1[C:6]2[CH:7]=[CH:8][NH:9][C:5]=2[C:4]([NH:10][C:11]2[CH:12]=[C:13]([CH:19]=[CH:20][CH:21]=2)[C:14]([OH:16])=[O:15])=[N:3][CH:2]=1. (3) Given the reactants [Br:1][C:2]1[CH:3]=[CH:4][C:5]2[C:6](=O)[C:7]3[C:12]([O:13][C:14]=2[CH:15]=1)=[C:11]([O:16][CH3:17])[CH:10]=[CH:9][CH:8]=3.C(N(CC)C(C1C=CC2C(=O)C3C(OC=2C=1)=CC=CC=3)=O)C.[F:41][C:42]([F:55])([F:54])[C:43]([N:45]1[CH:50]2[CH2:51][CH2:52][CH:46]1[CH2:47][C:48](=O)[CH2:49]2)=[O:44], predict the reaction product. The product is: [Br:1][C:2]1[CH:3]=[CH:4][C:5]2[C:6](=[C:48]3[CH2:47][CH:46]4[N:45]([C:43](=[O:44])[C:42]([F:54])([F:41])[F:55])[CH:50]([CH2:51][CH2:52]4)[CH2:49]3)[C:7]3[C:12]([O:13][C:14]=2[CH:15]=1)=[C:11]([O:16][CH3:17])[CH:10]=[CH:9][CH:8]=3.